The task is: Predict hERG channel inhibition at various concentrations.. This data is from hERG Central: cardiac toxicity at 1µM, 10µM, and general inhibition. (1) The molecule is O=C(c1ccc(Cl)cc1)C1CCCN(Cc2ccc(Oc3ncccn3)cc2)C1. Results: hERG_inhib (hERG inhibition (general)): blocker. (2) The molecule is Cc1cccc(NC(=O)CSCC(=O)Nc2cc(S(=O)(=O)N3CCOCC3)ccc2OC(C)C)c1. Results: hERG_inhib (hERG inhibition (general)): blocker. (3) Results: hERG_inhib (hERG inhibition (general)): blocker. The drug is CCN1CCN(c2ccc(N3CCN(C(=O)c4ccc(Br)o4)CC3)nn2)CC1. (4) The molecule is COc1ccc(Cl)cc1S(=O)(=O)N1CCCC(C(=O)N2CCOCC2)C1. Results: hERG_inhib (hERG inhibition (general)): blocker.